From a dataset of Catalyst prediction with 721,799 reactions and 888 catalyst types from USPTO. Predict which catalyst facilitates the given reaction. (1) Reactant: [Cl-].[Br:2][C:3]1[CH:16]=[CH:15][C:14]2[O:13][C:12]3[CH:11]=[CH:10][N+:9]([CH2:17][C:18]4[CH:23]=[CH:22][C:21]([O:24][CH3:25])=[CH:20][CH:19]=4)=[CH:8][C:7]=3[C:6](=[O:26])[C:5]=2[CH:4]=1.C1COCC1.[BH4-].[Na+]. Product: [Br:2][C:3]1[CH:16]=[CH:15][C:14]2[O:13][CH:12]3[CH:7]([CH2:8][N:9]([CH2:17][C:18]4[CH:23]=[CH:22][C:21]([O:24][CH3:25])=[CH:20][CH:19]=4)[CH2:10][CH2:11]3)[CH:6]([OH:26])[C:5]=2[CH:4]=1. The catalyst class is: 14. (2) The catalyst class is: 784. Reactant: [CH2:1]([N:8]1[C:13](=[O:14])[CH:12]=[C:11]2[S:15][C:16]([CH:18]([OH:27])[CH2:19][CH2:20][C:21]3[CH:26]=[CH:25][CH:24]=[CH:23][CH:22]=3)=[CH:17][N:10]2[C:9]1=[O:28])[C:2]1[CH:7]=[CH:6][CH:5]=[CH:4][CH:3]=1. Product: [CH2:1]([N:8]1[C:13](=[O:14])[CH:12]=[C:11]2[S:15][C:16]([C:18](=[O:27])[CH2:19][CH2:20][C:21]3[CH:22]=[CH:23][CH:24]=[CH:25][CH:26]=3)=[CH:17][N:10]2[C:9]1=[O:28])[C:2]1[CH:7]=[CH:6][CH:5]=[CH:4][CH:3]=1.